From a dataset of Reaction yield outcomes from USPTO patents with 853,638 reactions. Predict the reaction yield, written as a fraction of the theoretical maximum amount of product (1.0 means a 100% yield; for example, 0.34 means a 34% yield). (1) The reactants are [N+:1]([C:4]1[CH:9]=[CH:8][C:7]([C@@H:10]([CH3:23])[CH2:11][N:12]2C(=O)C3C(=CC=CC=3)C2=O)=[CH:6][CH:5]=1)([O-:3])=[O:2].NN. The catalyst is C1(C)C=CC=CC=1. The product is [N+:1]([C:4]1[CH:5]=[CH:6][C:7]([C@@H:10]([CH3:23])[CH2:11][NH2:12])=[CH:8][CH:9]=1)([O-:3])=[O:2]. The yield is 0.970. (2) The reactants are [C:1]12([CH2:11][C:12]([NH:14][C:15]3[C:16]4[CH2:24][CH2:23][NH:22][CH2:21][C:17]=4[N:18]=[CH:19][N:20]=3)=[O:13])[CH2:10][CH:5]3[CH2:6][CH:7]([CH2:9][CH:3]([CH2:4]3)[CH2:2]1)[CH2:8]2.Br[CH2:26][CH2:27][CH2:28][OH:29].CCN(C(C)C)C(C)C. The catalyst is CCO. The product is [C:1]12([CH2:11][C:12]([NH:14][C:15]3[C:16]4[CH2:24][CH2:23][N:22]([CH2:26][CH2:27][CH2:28][OH:29])[CH2:21][C:17]=4[N:18]=[CH:19][N:20]=3)=[O:13])[CH2:2][CH:3]3[CH2:4][CH:5]([CH2:6][CH:7]([CH2:9]3)[CH2:8]1)[CH2:10]2. The yield is 0.170.